Task: Predict the reactants needed to synthesize the given product.. Dataset: Full USPTO retrosynthesis dataset with 1.9M reactions from patents (1976-2016) (1) Given the product [F:8][C:4]1[CH:5]=[CH:6][CH:7]=[C:2]([F:1])[C:3]=1[C:9]1[C:17]2[C:12](=[CH:13][C:14]([C:18]([NH:38][C@@H:36]([C:34]3[O:33][N:32]=[C:31]([CH3:30])[N:35]=3)[CH3:37])=[O:20])=[CH:15][CH:16]=2)[N:11]([C:21]2[CH:22]=[CH:23][C:24]([CH3:27])=[CH:25][CH:26]=2)[N:10]=1, predict the reactants needed to synthesize it. The reactants are: [F:1][C:2]1[CH:7]=[CH:6][CH:5]=[C:4]([F:8])[C:3]=1[C:9]1[C:17]2[C:12](=[CH:13][C:14]([C:18]([OH:20])=O)=[CH:15][CH:16]=2)[N:11]([C:21]2[CH:26]=[CH:25][C:24]([CH3:27])=[CH:23][CH:22]=2)[N:10]=1.Cl.Cl.[CH3:30][C:31]1[N:35]=[C:34]([C@H:36]([NH2:38])[CH3:37])[O:33][N:32]=1.Cl.CN(C)CCCN=C=NCC.ON1C2N=CC=CC=2N=N1.CN1CCOCC1. (2) Given the product [O:15]1[C:14]2[CH:13]=[CH:12][CH:11]=[C:8]([CH:9]=[O:10])[C:7]=2[O:6][CH2:18][CH2:17]1, predict the reactants needed to synthesize it. The reactants are: CN(C)C=O.[OH:6][C:7]1[C:14]([OH:15])=[CH:13][CH:12]=[CH:11][C:8]=1[CH:9]=[O:10].Br[CH2:17][CH2:18]Br.C(=O)([O-])[O-].[K+].[K+]. (3) Given the product [F:19][C:2]1([F:1])[CH2:3][CH:4]([CH2:15][OH:16])[CH2:5][N:6]([C:8]([O:10][C:11]([CH3:13])([CH3:12])[CH3:14])=[O:9])[CH2:7]1, predict the reactants needed to synthesize it. The reactants are: [F:1][C:2]1([F:19])[CH2:7][N:6]([C:8]([O:10][C:11]([CH3:14])([CH3:13])[CH3:12])=[O:9])[CH2:5][CH:4]([C:15](OC)=[O:16])[CH2:3]1.[BH4-].[Na+]. (4) Given the product [CH3:34][O:33][C:30]1[N:29]=[N:28][C:27]([S:24]([C:14]2[O:13][C:21]3[CH:20]=[CH:19][CH:18]=[CH:17][C:16]=3[C:15]=2[OH:22])(=[O:26])=[O:25])=[CH:32][CH:31]=1, predict the reactants needed to synthesize it. The reactants are: C([Li])CCC.C(NC(C)C)(C)C.[O:13]1[C:21]2[C:16](=[CH:17][CH:18]=[CH:19][CH:20]=2)[C:15](=[O:22])[CH2:14]1.F[S:24]([C:27]1[N:28]=[N:29][C:30]([O:33][CH3:34])=[CH:31][CH:32]=1)(=[O:26])=[O:25]. (5) Given the product [CH3:32][NH:15][C:10]1[CH:11]=[N:12][CH:13]=[CH:14][C:9]=1[C:5]1[CH:6]=[CH:7][CH:2]=[CH:3][C:4]=1[CH2:54][C:55]#[N:56], predict the reactants needed to synthesize it. The reactants are: F[C:2]1[C:7](F)=[CH:6][C:5]([C:9]2[CH:14]=[CH:13][N:12]=[CH:11][C:10]=2[N:15]([CH2:32]CS(C)(=O)=O)C(=O)C2C=C(C(F)(F)F)N=C(C(F)(F)F)C=2)=[C:4](OC)[CH:3]=1.CC1(C)C(C)(C)OB(C2C=CC=CC=2[CH2:54][C:55]#[N:56])O1. (6) Given the product [OH:1][C:2]1[C:7]([C:8]2[S:9][CH:10]=[CH:11][CH:12]=2)=[N:6][N:5]([CH2:30][C:31]2[CH:35]=[CH:34][S:33][CH:32]=2)[C:4](=[O:13])[C:3]=1[C:14]1[NH:15][S:16](=[O:26])(=[O:25])[C:17]2[CH:23]=[C:22]([I:24])[CH:21]=[CH:20][C:18]=2[N:19]=1, predict the reactants needed to synthesize it. The reactants are: [OH:1][C:2]1[C:7]([C:8]2[S:9][CH:10]=[CH:11][CH:12]=2)=[N:6][NH:5][C:4](=[O:13])[C:3]=1[C:14]1[NH:19][C:18]2[CH:20]=[CH:21][C:22]([I:24])=[CH:23][C:17]=2[S:16](=[O:26])(=[O:25])[N:15]=1.[H-].[Na+].Br[CH2:30][C:31]1[CH:35]=[CH:34][S:33][CH:32]=1. (7) Given the product [CH3:1][N:2]([CH3:34])[CH2:3][CH2:4][CH2:5][C:6]1[CH:7]=[C:8]([NH:13][C:14]2[N:15]=[CH:16][C:17]3[CH2:18][C:19](=[S:36])[NH:20][C:21]4[CH:28]=[C:27]([C:29]([F:32])([F:31])[F:30])[CH:26]=[CH:25][C:22]=4[C:23]=3[N:24]=2)[C:9]([CH3:12])=[N:10][CH:11]=1, predict the reactants needed to synthesize it. The reactants are: [CH3:1][N:2]([CH3:34])[CH2:3][CH2:4][CH2:5][C:6]1[CH:7]=[C:8]([NH:13][C:14]2[N:15]=[CH:16][C:17]3[CH2:18][C:19](=O)[NH:20][C:21]4[CH:28]=[C:27]([C:29]([F:32])([F:31])[F:30])[CH:26]=[CH:25][C:22]=4[C:23]=3[N:24]=2)[C:9]([CH3:12])=[N:10][CH:11]=1.P12(SP3(SP(SP(S3)(S1)=S)(=S)S2)=S)=[S:36].N1C=CC=CC=1.C(=O)([O-])[O-].[Na+].[Na+]. (8) Given the product [CH3:19][C:20]1[CH:25]=[CH:24][C:23]([S:26]([O:1][CH:2]2[CH2:5][N:4]([C:6]([C:8]3[O:9][C:10]([C:13]4[CH:14]=[CH:15][CH:16]=[CH:17][CH:18]=4)=[N:11][N:12]=3)=[O:7])[CH2:3]2)(=[O:28])=[O:27])=[CH:22][CH:21]=1, predict the reactants needed to synthesize it. The reactants are: [OH:1][CH:2]1[CH2:5][N:4]([C:6]([C:8]2[O:9][C:10]([C:13]3[CH:18]=[CH:17][CH:16]=[CH:15][CH:14]=3)=[N:11][N:12]=2)=[O:7])[CH2:3]1.[CH3:19][C:20]1[CH:25]=[CH:24][C:23]([S:26](Cl)(=[O:28])=[O:27])=[CH:22][CH:21]=1. (9) The reactants are: C[O:2][C:3](=[O:21])[CH2:4][CH2:5][C:6]1[CH:11]=[CH:10][C:9]([O:12][C:13]2[CH:18]=[CH:17][CH:16]=[C:15](Br)[CH:14]=2)=[CH:8][C:7]=1[CH3:20].[Cl:22][C:23]1[CH:24]=[CH:25][C:26]([OH:37])=[C:27]([C:29]([C:31]2[CH:36]=[CH:35][CH:34]=[CH:33][CH:32]=2)=[O:30])[CH:28]=1. Given the product [C:29]([C:27]1[CH:28]=[C:23]([Cl:22])[CH:24]=[CH:25][C:26]=1[O:37][C:15]1[CH:14]=[C:13]([CH:18]=[CH:17][CH:16]=1)[O:12][C:9]1[CH:10]=[CH:11][C:6]([CH2:5][CH2:4][C:3]([OH:2])=[O:21])=[C:7]([CH3:20])[CH:8]=1)(=[O:30])[C:31]1[CH:32]=[CH:33][CH:34]=[CH:35][CH:36]=1, predict the reactants needed to synthesize it. (10) Given the product [CH3:1][O:2][C:3](=[O:21])[C:4]([S:12]([C:15]1[CH:20]=[CH:19][CH:18]=[CH:17][CH:16]=1)(=[O:14])=[O:13])([CH:5]1[CH2:9][C:8]2[NH:30][C:27]3[CH:26]=[CH:25][C:24]([Cl:23])=[CH:29][C:28]=3[C:7]=2[CH2:6]1)[F:11], predict the reactants needed to synthesize it. The reactants are: [CH3:1][O:2][C:3](=[O:21])[C:4]([S:12]([C:15]1[CH:20]=[CH:19][CH:18]=[CH:17][CH:16]=1)(=[O:14])=[O:13])([F:11])[CH:5]1[CH2:9][CH2:8][C:7](=O)[CH2:6]1.Cl.[Cl:23][C:24]1[CH:29]=[CH:28][C:27]([NH:30]N)=[CH:26][CH:25]=1.